Dataset: Forward reaction prediction with 1.9M reactions from USPTO patents (1976-2016). Task: Predict the product of the given reaction. (1) Given the reactants [Na].Br.[CH2:3]1[C:5]2([CH2:10][NH:9][C:8]([NH2:11])=[N:7][CH2:6]2)[CH2:4]1.[C:12](OCC)(=[O:17])[CH2:13][C:14]([O-])=[O:15], predict the reaction product. The product is: [OH:17][C:12]1[N:11]=[C:8]2[NH:9][CH2:10][C:5]3([CH2:4][CH2:3]3)[CH2:6][N:7]2[C:14](=[O:15])[CH:13]=1. (2) Given the reactants [OH:1][NH:2][C:3](=[NH:11])[CH2:4][C:5]1[CH:10]=[CH:9][CH:8]=[CH:7][CH:6]=1.[CH2:12]([O:14][C:15](=[O:19])[C:16](Cl)=O)[CH3:13].C([O-])(O)=O.[Na+], predict the reaction product. The product is: [CH2:12]([O:14][C:15]([C:16]1[O:1][N:2]=[C:3]([CH2:4][C:5]2[CH:6]=[CH:7][CH:8]=[CH:9][CH:10]=2)[N:11]=1)=[O:19])[CH3:13]. (3) Given the reactants [CH2:1]([C:5]1[CH:10]=[CH:9][C:8]([C:11]#[C:12][C:13]2[CH:20]=[CH:19][C:16]([CH:17]=O)=[CH:15][CH:14]=2)=[CH:7][CH:6]=1)[CH2:2][CH2:3][CH3:4].[NH2:21][C:22]1[CH:31]=[CH:30][C:25]([C:26]([O:28][CH3:29])=[O:27])=[C:24]([F:32])[CH:23]=1, predict the reaction product. The product is: [CH2:1]([C:5]1[CH:10]=[CH:9][C:8]([C:11]#[C:12][C:13]2[CH:20]=[CH:19][C:16]([CH2:17][NH:21][C:22]3[CH:31]=[CH:30][C:25]([C:26]([O:28][CH3:29])=[O:27])=[C:24]([F:32])[CH:23]=3)=[CH:15][CH:14]=2)=[CH:7][CH:6]=1)[CH2:2][CH2:3][CH3:4]. (4) Given the reactants [NH2:1][C:2]1[C:11]2[C:6](=[C:7](Br)[CH:8]=[CH:9][CH:10]=2)[N:5]=[N:4][C:3]=1[C:13]([NH:15][CH:16]1[CH2:18][CH2:17]1)=[O:14].[CH3:19][C:20]1[N:25]=[CH:24][C:23](B(O)O)=[CH:22][CH:21]=1, predict the reaction product. The product is: [NH2:1][C:2]1[C:11]2[C:6](=[C:7]([C:23]3[CH:24]=[N:25][C:20]([CH3:19])=[CH:21][CH:22]=3)[CH:8]=[CH:9][CH:10]=2)[N:5]=[N:4][C:3]=1[C:13]([NH:15][CH:16]1[CH2:18][CH2:17]1)=[O:14]. (5) Given the reactants Br[C:2]1[S:3][C:4]([C:7]2[CH:12]=[CH:11][CH:10]=[CH:9][CH:8]=2)=[CH:5][CH:6]=1.[C:13]1([C:19]([C:21]2[CH:26]=[CH:25][CH:24]=[CH:23][CH:22]=2)=[NH:20])[CH:18]=[CH:17][CH:16]=[CH:15][CH:14]=1.C1C=CC(P(C2C(C3C(P(C4C=CC=CC=4)C4C=CC=CC=4)=CC=C4C=3C=CC=C4)=C3C(C=CC=C3)=CC=2)C2C=CC=CC=2)=CC=1.CC([O-])(C)C.[Na+], predict the reaction product. The product is: [C:21]1([C:19]([C:13]2[CH:14]=[CH:15][CH:16]=[CH:17][CH:18]=2)=[N:20][C:2]2[S:3][C:4]([C:7]3[CH:12]=[CH:11][CH:10]=[CH:9][CH:8]=3)=[CH:5][CH:6]=2)[CH:22]=[CH:23][CH:24]=[CH:25][CH:26]=1.